From a dataset of Reaction yield outcomes from USPTO patents with 853,638 reactions. Predict the reaction yield, written as a fraction of the theoretical maximum amount of product (1.0 means a 100% yield; for example, 0.34 means a 34% yield). (1) The reactants are [CH3:1][C:2]1[C:6]([CH2:7][OH:8])=[CH:5][N:4]([C:9]2[CH:14]=[CH:13][C:12]([C:15]([F:18])([F:17])[F:16])=[CH:11][N:10]=2)[N:3]=1. The catalyst is [O-2].[O-2].[Mn+4].O1CCCC1. The product is [CH3:1][C:2]1[C:6]([CH:7]=[O:8])=[CH:5][N:4]([C:9]2[CH:14]=[CH:13][C:12]([C:15]([F:18])([F:16])[F:17])=[CH:11][N:10]=2)[N:3]=1. The yield is 0.900. (2) The reactants are [C:1]([OH:8])(=[O:7])/[CH:2]=[CH:3]\[C:4]([OH:6])=[O:5].C(OCC)C.[CH3:14][CH2:15][O:16][C:17]([C:19]1[CH:24]([C:25]2[C:30]([Cl:31])=[CH:29][CH:28]=[CH:27][CH:26]=2)[C:23]([C:32]([O:34][CH3:35])=[O:33])=[C:22]([CH3:36])[NH:21][C:20]=1[CH2:37][O:38][CH2:39][CH2:40][NH2:41])=[O:18]. The catalyst is C(O)CC. The product is [CH3:14][CH2:15][O:16][C:17]([C:19]1[CH:24]([C:25]2[CH:26]=[CH:27][CH:28]=[CH:29][C:30]=2[Cl:31])[C:23]([C:32]([O:34][CH3:35])=[O:33])=[C:22]([CH3:36])[NH:21][C:20]=1[CH2:37][O:38][CH2:39][CH2:40][NH2:41])=[O:18].[CH:2](/[C:1]([OH:8])=[O:7])=[CH:3]/[C:4]([OH:6])=[O:5]. The yield is 0.750. (3) The reactants are [CH3:1][C:2]1[C:10]2[C:5](=[CH:6][CH:7]=[C:8]([C:11](O)=O)[CH:9]=2)[NH:4][N:3]=1.[NH2:14][NH:15][C:16]([NH2:18])=[S:17].[OH-].[K+]. No catalyst specified. The product is [CH3:1][C:2]1[C:10]2[C:5](=[CH:6][CH:7]=[C:8]([C:11]3[S:17][C:16]([NH2:18])=[N:15][N:14]=3)[CH:9]=2)[NH:4][N:3]=1. The yield is 0.530. (4) The reactants are CS(C)=O.C(Cl)(=O)C(Cl)=O.[F:11][C:12]1[CH:17]=[CH:16][C:15]([C:18]2[C:26]3[C:21](=[CH:22][CH:23]=[C:24]([NH:27][C:28]([C:30]4([CH:57]([OH:59])[CH3:58])[CH2:34][CH2:33][N:32]([CH2:35][C:36]([N:38]5[CH2:43][CH2:42][N:41]([C:44]6[CH:49]=[CH:48][C:47]([C:50]7[N:55]=[CH:54][CH:53]=[CH:52][N:51]=7)=[CH:46][N:45]=6)[CH2:40][CH:39]5[CH3:56])=[O:37])[CH2:31]4)=[O:29])[CH:25]=3)[N:20]([C:60]([C:73]3[CH:78]=[CH:77][CH:76]=[CH:75][CH:74]=3)([C:67]3[CH:72]=[CH:71][CH:70]=[CH:69][CH:68]=3)[C:61]3[CH:66]=[CH:65][CH:64]=[CH:63][CH:62]=3)[N:19]=2)=[CH:14][CH:13]=1.C(N(CC)CC)C. The catalyst is C(Cl)Cl. The product is [F:11][C:12]1[CH:17]=[CH:16][C:15]([C:18]2[C:26]3[C:21](=[CH:22][CH:23]=[C:24]([NH:27][C:28]([C:30]4([C:57](=[O:59])[CH3:58])[CH2:34][CH2:33][N:32]([CH2:35][C:36]([N:38]5[CH2:43][CH2:42][N:41]([C:44]6[CH:49]=[CH:48][C:47]([C:50]7[N:51]=[CH:52][CH:53]=[CH:54][N:55]=7)=[CH:46][N:45]=6)[CH2:40][CH:39]5[CH3:56])=[O:37])[CH2:31]4)=[O:29])[CH:25]=3)[N:20]([C:60]([C:61]3[CH:62]=[CH:63][CH:64]=[CH:65][CH:66]=3)([C:73]3[CH:78]=[CH:77][CH:76]=[CH:75][CH:74]=3)[C:67]3[CH:68]=[CH:69][CH:70]=[CH:71][CH:72]=3)[N:19]=2)=[CH:14][CH:13]=1. The yield is 0.660.